This data is from Full USPTO retrosynthesis dataset with 1.9M reactions from patents (1976-2016). The task is: Predict the reactants needed to synthesize the given product. Given the product [NH2:1][C@@H:4]1[CH2:11][N:10]2[C:12]3[CH:13]=[C:14]([C:25]([O:27][CH3:28])=[O:26])[CH:15]=[CH:16][C:17]=3[C:18]([CH:19]3[CH2:24][CH2:23][CH2:22][CH2:21][CH2:20]3)=[C:9]2[C:8]2[CH:29]=[CH:30][CH:31]=[CH:32][C:7]=2[O:6][CH2:5]1, predict the reactants needed to synthesize it. The reactants are: [N:1]([C@@H:4]1[CH2:11][N:10]2[C:12]3[CH:13]=[C:14]([C:25]([O:27][CH3:28])=[O:26])[CH:15]=[CH:16][C:17]=3[C:18]([CH:19]3[CH2:24][CH2:23][CH2:22][CH2:21][CH2:20]3)=[C:9]2[C:8]2[CH:29]=[CH:30][CH:31]=[CH:32][C:7]=2[O:6][CH2:5]1)=[N+]=[N-].